This data is from Reaction yield outcomes from USPTO patents with 853,638 reactions. The task is: Predict the reaction yield, written as a fraction of the theoretical maximum amount of product (1.0 means a 100% yield; for example, 0.34 means a 34% yield). (1) The reactants are [Br:1][C:2]1[CH:7]=[CH:6][C:5]([OH:8])=[CH:4][CH:3]=1.N1C=CN=C1.[C:14]([Si:18](Cl)([CH3:20])[CH3:19])([CH3:17])([CH3:16])[CH3:15].O. The catalyst is CN(C)C=O. The product is [Br:1][C:2]1[CH:7]=[CH:6][C:5]([O:8][Si:18]([C:14]([CH3:17])([CH3:16])[CH3:15])([CH3:20])[CH3:19])=[CH:4][CH:3]=1. The yield is 0.960. (2) The reactants are C[O:2][C:3](=[O:23])[CH:4]=[CH:5][C:6]1[CH:11]=[CH:10][CH:9]=[C:8]([S:12](=[O:22])(=[O:21])[NH:13][CH2:14][C:15]2[CH:20]=[CH:19][CH:18]=[CH:17][CH:16]=2)[CH:7]=1.CO. No catalyst specified. The product is [CH2:14]([NH:13][S:12]([C:8]1[CH:7]=[C:6]([CH:5]=[CH:4][C:3]([OH:23])=[O:2])[CH:11]=[CH:10][CH:9]=1)(=[O:22])=[O:21])[C:15]1[CH:20]=[CH:19][CH:18]=[CH:17][CH:16]=1. The yield is 0.810.